Dataset: CYP2C19 inhibition data for predicting drug metabolism from PubChem BioAssay. Task: Regression/Classification. Given a drug SMILES string, predict its absorption, distribution, metabolism, or excretion properties. Task type varies by dataset: regression for continuous measurements (e.g., permeability, clearance, half-life) or binary classification for categorical outcomes (e.g., BBB penetration, CYP inhibition). Dataset: cyp2c19_veith. (1) The compound is Nc1ccc2c3c(cccc13)C(=O)NC2=O. The result is 0 (non-inhibitor). (2) The molecule is CN(C)Cc1ccccc1-c1ccc2ncnc(NCc3cccs3)c2c1. The result is 1 (inhibitor). (3) The result is 0 (non-inhibitor). The drug is C[C@]12CC[C@H]3c4ccc(OCC(=O)O)cc4CC[C@@H]3[C@H]1CCC2=O. (4) The result is 0 (non-inhibitor). The molecule is CCc1ccc(OCC(=O)OC2CCS(=O)(=O)C2)cc1. (5) The molecule is COC(=O)Nc1nc2ccc(C(=O)c3ccccc3)cc2[nH]1. The result is 0 (non-inhibitor). (6) The drug is C[C@@H](C(=O)NCc1ccccn1)[C@H]1C[C@]1(C)[C@H](NC(=O)OCc1ccccc1)c1ccccc1. The result is 1 (inhibitor).